This data is from Catalyst prediction with 721,799 reactions and 888 catalyst types from USPTO. The task is: Predict which catalyst facilitates the given reaction. (1) Reactant: C(OC(=O)[NH:7][C@@H:8]1[CH2:13][CH2:12][CH2:11][N:10]([C:14]([C:16]2[CH:39]=[CH:38][C:19]3[N:20]([CH3:37])[C:21]([C:23]4[N:31]([CH2:32][C:33]([F:36])([F:35])[F:34])[C:26]5=[N:27][CH:28]=[CH:29][CH:30]=[C:25]5[CH:24]=4)=[N:22][C:18]=3[CH:17]=2)=[O:15])[CH2:9]1)(C)(C)C.C(O)(C(F)(F)F)=O. The catalyst class is: 4. Product: [NH2:7][C@@H:8]1[CH2:13][CH2:12][CH2:11][N:10]([C:14]([C:16]2[CH:39]=[CH:38][C:19]3[N:20]([CH3:37])[C:21]([C:23]4[N:31]([CH2:32][C:33]([F:36])([F:35])[F:34])[C:26]5=[N:27][CH:28]=[CH:29][CH:30]=[C:25]5[CH:24]=4)=[N:22][C:18]=3[CH:17]=2)=[O:15])[CH2:9]1. (2) Reactant: [CH:1]1([C:9]([O:11]C(C)(C)C)=[O:10])[CH2:8][CH2:7][CH2:6][CH:5]=[CH:4][CH2:3][CH2:2]1.FC(F)(F)C(O)=O.C(O)C.C([O-])(O)=O.[Na+]. Product: [CH:1]1([C:9]([OH:11])=[O:10])[CH2:2][CH2:3][CH2:4][CH:5]=[CH:6][CH2:7][CH2:8]1. The catalyst class is: 6. (3) Reactant: [Cl:1][C:2]1[CH:3]=[C:4](/[CH:19]=[CH:20]/[C:21]#[N:22])[CH:5]=[C:6]([O:8][C:9]2[CH:14]=[CH:13][C:12]([NH:15][CH3:16])=[CH:11][C:10]=2[O:17][CH3:18])[CH:7]=1.C([O-])([O-])=O.[Cs+].[Cs+].[Br:29][CH2:30]CBr. Product: [Br:29][CH2:30][CH2:18][O:17][C:10]1[CH:11]=[C:12]([NH:15][CH3:16])[CH:13]=[CH:14][C:9]=1[O:8][C:6]1[CH:5]=[C:4](/[CH:19]=[CH:20]/[C:21]#[N:22])[CH:3]=[C:2]([Cl:1])[CH:7]=1. The catalyst class is: 21. (4) The catalyst class is: 5. Product: [ClH:22].[F:19][C:18]([F:20])([F:21])[O:17][C:14]1[CH:13]=[CH:12][C:11]([C@@H:8]([NH2:7])[CH2:9][CH3:10])=[CH:16][CH:15]=1. Reactant: CC([S@@]([NH:7][C@H:8]([C:11]1[CH:16]=[CH:15][C:14]([O:17][C:18]([F:21])([F:20])[F:19])=[CH:13][CH:12]=1)[CH2:9][CH3:10])=O)(C)C.[ClH:22]. (5) Reactant: [F:1][C:2]1[CH:3]=[C:4]([CH:10]=[CH:11][CH:12]=1)[O:5][CH:6]1[CH2:9][NH:8][CH2:7]1.C(N(CC)CC)C.Cl[C:21]1[N:29]=[CH:28][C:27]([C:30]([F:33])([F:32])[F:31])=[CH:26][C:22]=1[C:23]([OH:25])=[O:24]. Product: [F:1][C:2]1[CH:3]=[C:4]([CH:10]=[CH:11][CH:12]=1)[O:5][CH:6]1[CH2:9][N:8]([C:21]2[N:29]=[CH:28][C:27]([C:30]([F:33])([F:31])[F:32])=[CH:26][C:22]=2[C:23]([OH:25])=[O:24])[CH2:7]1. The catalyst class is: 5.